This data is from Full USPTO retrosynthesis dataset with 1.9M reactions from patents (1976-2016). The task is: Predict the reactants needed to synthesize the given product. Given the product [Br:1][C:2]1[CH:3]=[C:4]2[C:10]3([CH2:11][CH2:12][N:13]([C:27]([C:22]4[C:21]5[C:25](=[CH:26][C:18]([Cl:17])=[CH:19][CH:20]=5)[NH:24][CH:23]=4)=[O:28])[CH2:14][CH2:15]3)[C:9](=[O:16])[NH:8][C:5]2=[CH:6][CH:7]=1, predict the reactants needed to synthesize it. The reactants are: [Br:1][C:2]1[CH:3]=[C:4]2[C:10]3([CH2:15][CH2:14][NH:13][CH2:12][CH2:11]3)[C:9](=[O:16])[NH:8][C:5]2=[CH:6][CH:7]=1.[Cl:17][C:18]1[CH:26]=[C:25]2[C:21]([C:22]([C:27](O)=[O:28])=[CH:23][NH:24]2)=[CH:20][CH:19]=1.